Dataset: Full USPTO retrosynthesis dataset with 1.9M reactions from patents (1976-2016). Task: Predict the reactants needed to synthesize the given product. (1) Given the product [F:32][CH:2]1[CH2:8][O:7][C:6]2[CH:9]=[CH:10][C:11]([I:13])=[CH:12][C:5]=2[N:4]2[N:14]=[C:15]([C:17]([O:19][CH2:20][CH3:21])=[O:18])[CH:16]=[C:3]12, predict the reactants needed to synthesize it. The reactants are: O[CH:2]1[CH2:8][O:7][C:6]2[CH:9]=[CH:10][C:11]([I:13])=[CH:12][C:5]=2[N:4]2[N:14]=[C:15]([C:17]([O:19][CH2:20][CH3:21])=[O:18])[CH:16]=[C:3]12.COCCN(S(F)(F)[F:32])CCOC. (2) Given the product [S:9]1[CH:13]=[CH:12][CH:11]=[C:10]1[CH2:14][O:15][C:2]1[S:6][N:5]=[C:4]([S:7][CH3:8])[N:3]=1, predict the reactants needed to synthesize it. The reactants are: Cl[C:2]1[S:6][N:5]=[C:4]([S:7][CH3:8])[N:3]=1.[S:9]1[CH:13]=[CH:12][CH:11]=[C:10]1[CH2:14][OH:15].[H-].[Na+].[Cl-].[Na+]. (3) Given the product [Br:1][C:2]1[CH:3]=[CH:4][C:5]2[N:6]([C:8]([C:11]3[CH:16]=[CH:15][CH:14]=[CH:13][C:12]=3[S:17][CH2:18][CH2:19][O:20][Si:36]([CH:43]([CH3:45])[CH3:44])([CH:40]([CH3:42])[CH3:41])[CH:37]([CH3:39])[CH3:38])=[N:9][N:10]=2)[CH:7]=1, predict the reactants needed to synthesize it. The reactants are: [Br:1][C:2]1[CH:3]=[CH:4][C:5]2[N:6]([C:8]([C:11]3[CH:16]=[CH:15][CH:14]=[CH:13][C:12]=3[S:17][CH2:18][CH2:19][OH:20])=[N:9][N:10]=2)[CH:7]=1.N1C=CN=C1.CN(C1C=CC=CN=1)C.Cl[Si:36]([CH:43]([CH3:45])[CH3:44])([CH:40]([CH3:42])[CH3:41])[CH:37]([CH3:39])[CH3:38].